From a dataset of Full USPTO retrosynthesis dataset with 1.9M reactions from patents (1976-2016). Predict the reactants needed to synthesize the given product. (1) Given the product [CH2:1]([O:3][C:4]([N:6]1[C:15]2[C:10](=[CH:11][C:12]([C:16]([F:17])([F:18])[F:19])=[CH:13][CH:14]=2)[C@H:9]([NH:20][CH2:32][C:31]2[CH:34]=[C:35]([C:37]([F:39])([F:40])[F:38])[CH:36]=[C:29]([C:28]([F:27])([F:41])[F:42])[CH:30]=2)[CH2:8][C@@H:7]1[CH2:21][CH3:22])=[O:5])[CH3:2], predict the reactants needed to synthesize it. The reactants are: [CH2:1]([O:3][C:4]([N:6]1[C:15]2[C:10](=[CH:11][C:12]([C:16]([F:19])([F:18])[F:17])=[CH:13][CH:14]=2)[C@H:9]([NH2:20])[CH2:8][C@@H:7]1[CH2:21][CH3:22])=[O:5])[CH3:2].C(O)(=O)C.[F:27][C:28]([F:42])([F:41])[C:29]1[CH:30]=[C:31]([CH:34]=[C:35]([C:37]([F:40])([F:39])[F:38])[CH:36]=1)[CH:32]=O.C(O[BH-](OC(=O)C)OC(=O)C)(=O)C.[Na+]. (2) Given the product [O:25]1[CH2:29][CH2:28][CH:27]([CH2:30][NH:31][C:15]([C:12]2[CH:11]=[C:10]([CH2:9][O:8][CH:7]([C:18]3[CH:23]=[CH:22][CH:21]=[CH:20][CH:19]=3)[C:1]3[CH:2]=[CH:3][CH:4]=[CH:5][CH:6]=3)[O:14][N:13]=2)=[O:16])[CH2:26]1, predict the reactants needed to synthesize it. The reactants are: [C:1]1([CH:7]([C:18]2[CH:23]=[CH:22][CH:21]=[CH:20][CH:19]=2)[O:8][CH2:9][C:10]2[O:14][N:13]=[C:12]([C:15](O)=[O:16])[CH:11]=2)[CH:6]=[CH:5][CH:4]=[CH:3][CH:2]=1.Cl.[O:25]1[CH2:29][CH2:28][CH:27]([CH2:30][NH2:31])[CH2:26]1.C(N(CC)CC)C.ON1C2C=CC=CC=2N=N1.Cl.C(N=C=NCCCN(C)C)C. (3) Given the product [F:28][C:18]1[CH:17]=[C:16]([CH:11]2[C:10]([CH3:30])([CH3:29])[CH2:9][C:8]3[C:13](=[CH:14][CH:15]=[C:6]([C:4]([OH:5])=[O:3])[CH:7]=3)[NH:12]2)[CH:21]=[C:20]([N:22]2[CH2:26][CH2:25][CH2:24][C:23]2=[O:27])[CH:19]=1, predict the reactants needed to synthesize it. The reactants are: C([O:3][C:4]([C:6]1[CH:7]=[C:8]2[C:13](=[CH:14][CH:15]=1)[NH:12][CH:11]([C:16]1[CH:21]=[C:20]([N:22]3[CH2:26][CH2:25][CH2:24][C:23]3=[O:27])[CH:19]=[C:18]([F:28])[CH:17]=1)[C:10]([CH3:30])([CH3:29])[CH2:9]2)=[O:5])C.O.[OH-].[Li+].O.Cl. (4) Given the product [F:1][C:2]1[CH:3]=[C:4]([CH2:10][N:11]2[C:19]3[C:14](=[C:15]([O:20][CH3:21])[CH:16]=[CH:17][CH:18]=3)[C:13]([NH:22][S:29]([C:27]3[S:28][C:24]([CH3:23])=[CH:25][CH:26]=3)(=[O:31])=[O:30])=[N:12]2)[CH:5]=[CH:6][C:7]=1[O:8][CH3:9], predict the reactants needed to synthesize it. The reactants are: [F:1][C:2]1[CH:3]=[C:4]([CH2:10][N:11]2[C:19]3[C:14](=[C:15]([O:20][CH3:21])[CH:16]=[CH:17][CH:18]=3)[C:13]([NH2:22])=[N:12]2)[CH:5]=[CH:6][C:7]=1[O:8][CH3:9].[CH3:23][C:24]1[S:28][C:27]([S:29](Cl)(=[O:31])=[O:30])=[CH:26][CH:25]=1. (5) The reactants are: [CH3:1][O:2][C:3]1[CH:8]=[CH:7][CH:6]=[CH:5][C:4]=1[C:9]1[CH:14]=[CH:13][C:12]([CH2:15][C:16](O)=[O:17])=[C:11]([N+:19]([O-])=O)[CH:10]=1. Given the product [CH3:1][O:2][C:3]1[CH:8]=[CH:7][CH:6]=[CH:5][C:4]=1[C:9]1[CH:10]=[C:11]2[C:12]([CH2:15][C:16](=[O:17])[NH:19]2)=[CH:13][CH:14]=1, predict the reactants needed to synthesize it.